From a dataset of Catalyst prediction with 721,799 reactions and 888 catalyst types from USPTO. Predict which catalyst facilitates the given reaction. (1) Reactant: Br[C:2]1[CH:3]=[CH:4][C:5]2[N:9]=[CH:8][N:7]([C:10]([C:23]3[CH:28]=[CH:27][CH:26]=[CH:25][CH:24]=3)([C:17]3[CH:22]=[CH:21][CH:20]=[CH:19][CH:18]=3)[C:11]3[CH:16]=[CH:15][CH:14]=[CH:13][CH:12]=3)[C:6]=2[CH:29]=1.[OH:30][C:31]1[CH:32]=[C:33](B(O)O)[CH:34]=[CH:35][CH:36]=1.C(=O)([O-])[O-].[K+].[K+]. Product: [C:23]1([C:10]([C:11]2[CH:12]=[CH:13][CH:14]=[CH:15][CH:16]=2)([C:17]2[CH:18]=[CH:19][CH:20]=[CH:21][CH:22]=2)[N:7]2[C:6]3[CH:29]=[C:2]([C:33]4[CH:32]=[C:31]([OH:30])[CH:36]=[CH:35][CH:34]=4)[CH:3]=[CH:4][C:5]=3[N:9]=[CH:8]2)[CH:28]=[CH:27][CH:26]=[CH:25][CH:24]=1. The catalyst class is: 564. (2) Product: [CH2:1]([O:3][C:4]1[CH:5]=[C:6]([C@H:12]([N:17]2[C:21](=[O:22])[C:20]3=[CH:23][CH:24]=[CH:25][CH:26]=[C:19]3[C:18]2=[O:27])[CH2:13][C:14]([NH:41][OH:42])=[O:15])[CH:7]=[CH:8][C:9]=1[O:10][CH3:11])[CH3:2]. The catalyst class is: 7. Reactant: [CH2:1]([O:3][C:4]1[CH:5]=[C:6]([C@H:12]([N:17]2[C:21](=[O:22])[C:20]3=[CH:23][CH:24]=[CH:25][CH:26]=[C:19]3[C:18]2=[O:27])[CH2:13][C:14](O)=[O:15])[CH:7]=[CH:8][C:9]=1[O:10][CH3:11])[CH3:2].C(N1C=CN=C1)(N1C=CN=C1)=O.Cl.[NH2:41][OH:42]. (3) Reactant: [CH3:1][O:2][C:3]1[CH:4]=[C:5]2[C:10](=[CH:11][C:12]=1[O:13][CH3:14])[N:9]=[CH:8][CH:7]=[C:6]2[O:15][C:16]1[C:22]([CH3:23])=[CH:21][C:19]([NH2:20])=[C:18]([CH3:24])[CH:17]=1.C(N(CC)CC)C.[C:32](Cl)(Cl)=[S:33].[NH2:36][CH2:37][CH2:38][N:39]1[CH2:43][CH2:42][CH2:41][CH2:40]1. Product: [CH3:1][O:2][C:3]1[CH:4]=[C:5]2[C:10](=[CH:11][C:12]=1[O:13][CH3:14])[N:9]=[CH:8][CH:7]=[C:6]2[O:15][C:16]1[C:22]([CH3:23])=[CH:21][C:19]([NH:20][C:32]([NH:36][CH2:37][CH2:38][N:39]2[CH2:43][CH2:42][CH2:41][CH2:40]2)=[S:33])=[C:18]([CH3:24])[CH:17]=1. The catalyst class is: 42. (4) Reactant: CS(C)=O.C(Cl)(=O)C(Cl)=O.[CH2:11]([N:14]1[C:22]2[C:17](=[CH:18][CH:19]=[C:20]([C:23]([O:25][CH3:26])=[O:24])[CH:21]=2)[C:16]([CH:27]2[CH2:32][CH2:31][CH2:30][CH2:29][CH2:28]2)=[C:15]1[C:33]1[CH:38]=[CH:37][C:36]([O:39][CH3:40])=[CH:35][C:34]=1[CH2:41][OH:42])[CH:12]=[CH2:13].CCN(CC)CC. Product: [CH2:11]([N:14]1[C:22]2[C:17](=[CH:18][CH:19]=[C:20]([C:23]([O:25][CH3:26])=[O:24])[CH:21]=2)[C:16]([CH:27]2[CH2:32][CH2:31][CH2:30][CH2:29][CH2:28]2)=[C:15]1[C:33]1[CH:38]=[CH:37][C:36]([O:39][CH3:40])=[CH:35][C:34]=1[CH:41]=[O:42])[CH:12]=[CH2:13]. The catalyst class is: 2. (5) Reactant: [Cl:1][C:2]1[CH:7]=[CH:6][CH:5]=[C:4]([Cl:8])[C:3]=1[NH:9][C:10]1[N:11]([CH3:34])[C:12]2[C:21]3[C:20](=[O:22])[NH:19][C:18]([CH3:23])=[C:17]([CH2:24][C:25]([N:27]4[CH2:32][CH2:31][O:30][CH2:29][CH2:28]4)=O)[C:16]=3[CH:15]=[CH:14][C:13]=2[N:33]=1.B.CSC.Cl. Product: [Cl:1][C:2]1[CH:7]=[CH:6][CH:5]=[C:4]([Cl:8])[C:3]=1[NH:9][C:10]1[N:11]([CH3:34])[C:12]2[C:21]3[C:20](=[O:22])[NH:19][C:18]([CH3:23])=[C:17]([CH2:24][CH2:25][N:27]4[CH2:28][CH2:29][O:30][CH2:31][CH2:32]4)[C:16]=3[CH:15]=[CH:14][C:13]=2[N:33]=1. The catalyst class is: 1. (6) Reactant: [CH3:1][O:2][C:3]1[CH:14]=[C:6]2[N:7]=[CH:8][C:9]([N+:11]([O-])=O)=[CH:10][N:5]2[N:4]=1. Product: [CH3:1][O:2][C:3]1[CH:14]=[C:6]2[N:7]=[CH:8][C:9]([NH2:11])=[CH:10][N:5]2[N:4]=1. The catalyst class is: 407. (7) Reactant: [C:1]([N:8]([CH3:28])[CH:9]1[CH2:14][CH2:13][CH:12]([NH:15][CH2:16][C:17]2[CH:18]=[C:19]([B:25]([OH:27])[OH:26])[CH:20]=[CH:21][C:22]=2[O:23][CH3:24])[CH2:11][CH2:10]1)([O:3][C:4]([CH3:7])([CH3:6])[CH3:5])=[O:2].CCN(C(C)C)C(C)C.[Cl:38][C:39]1[C:40]2[C:50]([F:51])=[CH:49][CH:48]=[C:47]([F:52])[C:41]=2[S:42][C:43]=1[C:44](Cl)=[O:45]. Product: [C:1]([N:8]([CH3:28])[CH:9]1[CH2:10][CH2:11][CH:12]([N:15]([CH2:16][C:17]2[CH:18]=[C:19]([B:25]([OH:26])[OH:27])[CH:20]=[CH:21][C:22]=2[O:23][CH3:24])[C:44]([C:43]2[S:42][C:41]3[C:47]([F:52])=[CH:48][CH:49]=[C:50]([F:51])[C:40]=3[C:39]=2[Cl:38])=[O:45])[CH2:13][CH2:14]1)([O:3][C:4]([CH3:7])([CH3:6])[CH3:5])=[O:2]. The catalyst class is: 2. (8) Reactant: [CH3:1][O:2][C:3](=[O:17])[C:4]1[CH:9]=[CH:8][C:7]([NH2:10])=[CH:6][C:5]=1[CH2:11][S:12][C:13]([CH3:16])([CH3:15])[CH3:14].[CH2:18](N(CC)CC)C.[C:25](Cl)(=[O:30])[C:26]([CH3:29])([CH3:28])[CH3:27].CCOC(C)=O. Product: [CH2:1]([O:2][C:3](=[O:17])[C:4]1[CH:9]=[CH:8][C:7]([NH:10][C:25](=[O:30])[C:26]([CH3:29])([CH3:28])[CH3:27])=[CH:6][C:5]=1[CH2:11][S:12][C:13]([CH3:14])([CH3:16])[CH3:15])[CH3:18]. The catalyst class is: 34. (9) Reactant: [C:1]([O-:4])(=O)[CH3:2].C([O-])(=O)C.C([O-])(=O)C.C([O-])(=O)C.[Pb+4].FC(F)(F)C(O)=O.[Br:25][C:26]1[CH:31]=[CH:30][CH:29]=[C:28](C=C)[CH:27]=1.O. Product: [Br:25][C:26]1[CH:27]=[C:28]([CH2:2][CH:1]=[O:4])[CH:29]=[CH:30][CH:31]=1. The catalyst class is: 4.